Predict the reaction yield, written as a fraction of the theoretical maximum amount of product (1.0 means a 100% yield; for example, 0.34 means a 34% yield). From a dataset of Reaction yield outcomes from USPTO patents with 853,638 reactions. (1) The reactants are Br[C:2]1[CH:3]=[N:4][CH:5]=[C:6]([C:8]2[CH:13]=[CH:12][CH:11]=[CH:10][N:9]=2)[CH:7]=1.[Br-].[N:15]1C=CC=C[C:16]=1[Zn+]. The catalyst is C1COCC1. The product is [C:16]([C:2]1[CH:3]=[N:4][CH:5]=[C:6]([C:8]2[CH:13]=[CH:12][CH:11]=[CH:10][N:9]=2)[CH:7]=1)#[N:15]. The yield is 0.500. (2) The reactants are Br[C:2]1[S:12][C:5]2[C:6]3[S:11][CH:10]=[CH:9][C:7]=3[S:8][C:4]=2[C:3]=1[CH2:13][CH2:14][CH2:15][CH2:16][CH2:17][CH2:18][CH2:19][CH2:20][CH2:21][CH3:22].[CH:23]#[C:24][CH2:25][CH2:26][CH2:27][CH2:28][CH2:29][CH2:30][CH2:31][CH3:32]. The catalyst is C(N(CC)CC)C.C1C=CC([P]([Pd]([P](C2C=CC=CC=2)(C2C=CC=CC=2)C2C=CC=CC=2)([P](C2C=CC=CC=2)(C2C=CC=CC=2)C2C=CC=CC=2)[P](C2C=CC=CC=2)(C2C=CC=CC=2)C2C=CC=CC=2)(C2C=CC=CC=2)C2C=CC=CC=2)=CC=1.[Cu]I. The product is [CH2:13]([C:3]1[C:4]2[S:8][C:7]3[CH:9]=[C:10]([C:23]#[C:24][CH2:25][CH2:26][CH2:27][CH2:28][CH2:29][CH2:30][CH2:31][CH3:32])[S:11][C:6]=3[C:5]=2[S:12][CH:2]=1)[CH2:14][CH2:15][CH2:16][CH2:17][CH2:18][CH2:19][CH2:20][CH2:21][CH3:22]. The yield is 0.930. (3) The reactants are Cl[CH2:2][CH2:3][CH2:4][C:5]1[CH:14]=[CH:13][C:8]2[NH:9][C:10](=[O:12])[S:11][C:7]=2[CH:6]=1.[F-:15].[K+].CCCC[N+](CCCC)(CCCC)CCCC.[F-]. The yield is 0.350. The catalyst is C1COCC1. The product is [F:15][CH2:2][CH2:3][CH2:4][C:5]1[CH:14]=[CH:13][C:8]2[NH:9][C:10](=[O:12])[S:11][C:7]=2[CH:6]=1. (4) The reactants are [CH3:1][NH:2][C:3]([CH:5]1[CH2:14][C:13]2[N:15]([CH3:19])[C:16]([CH3:18])=[N:17][C:12]=2[C:11]2[NH:10][C@H:9]([C:20]3[CH:25]=[CH:24][CH:23]=[CH:22][CH:21]=3)[C@@H:8]([OH:26])[C:7](=[O:27])[C:6]1=2)=[O:4].CS(O)(=O)=O.[C:33](OC(=O)C)(=[O:35])[CH3:34]. No catalyst specified. The product is [CH3:1][NH:2][C:3]([CH:5]1[CH2:14][C:13]2[N:15]([CH3:19])[C:16]([CH3:18])=[N:17][C:12]=2[C:11]2[NH:10][C@H:9]([C:20]3[CH:25]=[CH:24][CH:23]=[CH:22][CH:21]=3)[C@@H:8]([O:26][C:33](=[O:35])[CH3:34])[C:7](=[O:27])[C:6]1=2)=[O:4]. The yield is 0.720. (5) The reactants are [Cl:1][C:2]1[CH:10]=[CH:9][C:5]([C:6]([OH:8])=[O:7])=[CH:4][CH:3]=1.OS(O)(=O)=O.[CH3:16]O. No catalyst specified. The product is [Cl:1][C:2]1[CH:10]=[CH:9][C:5]([C:6]([O:8][CH3:16])=[O:7])=[CH:4][CH:3]=1. The yield is 0.900. (6) The reactants are [CH3:1][C:2]1[CH:7]=[CH:6][N:5]=[C:4]([NH2:8])[CH:3]=1.CCN(CC)CC.[C:16](Cl)(=[O:21])[C:17]([CH3:20])([CH3:19])[CH3:18]. The catalyst is C(Cl)Cl. The product is [CH3:1][C:2]1[CH:7]=[CH:6][N:5]=[C:4]([NH:8][C:16](=[O:21])[C:17]([CH3:20])([CH3:19])[CH3:18])[CH:3]=1. The yield is 0.820.